From a dataset of Reaction yield outcomes from USPTO patents with 853,638 reactions. Predict the reaction yield, written as a fraction of the theoretical maximum amount of product (1.0 means a 100% yield; for example, 0.34 means a 34% yield). The reactants are [CH3:1][C@H:2]1[CH2:7][O:6][CH2:5][CH2:4][NH:3]1.CCN=C=NCCCN(C)C.C1C=CC2N(O)N=NC=2C=1.[NH2:29][C:30]1[CH:38]=[CH:37][C:33]([C:34](O)=[O:35])=[CH:32][N:31]=1. The catalyst is C(O)C. The product is [NH2:29][C:30]1[N:31]=[CH:32][C:33]([C:34]([N:3]2[CH2:4][CH2:5][O:6][CH2:7][C@@H:2]2[CH3:1])=[O:35])=[CH:37][CH:38]=1. The yield is 0.300.